Dataset: Reaction yield outcomes from USPTO patents with 853,638 reactions. Task: Predict the reaction yield, written as a fraction of the theoretical maximum amount of product (1.0 means a 100% yield; for example, 0.34 means a 34% yield). (1) The yield is 0.940. The product is [ClH:1].[ClH:1].[ClH:1].[F:25][C:22]1[CH:21]=[CH:20][C:19]([CH:11]([C:12]2[CH:13]=[CH:14][C:15]([F:18])=[CH:16][CH:17]=2)[C@@H:10]([C:26]([NH:28][C:29]2[CH:30]=[N:31][CH:32]=[C:33]([F:60])[C:34]=2[CH2:35][CH2:36][C@H:37]2[O:42][CH2:41][C@@H:40]([CH2:43][O:44][C:45](=[O:52])[NH:46][CH2:47][C:48]([F:50])([F:49])[F:51])[NH:39][CH2:38]2)=[O:27])[NH2:9])=[CH:24][CH:23]=1. The catalyst is O1CCOCC1. The reactants are [ClH:1].C(OC([NH:9][C@H:10]([C:26]([NH:28][C:29]1[CH:30]=[N:31][CH:32]=[C:33]([F:60])[C:34]=1[CH2:35][CH2:36][C@H:37]1[O:42][CH2:41][C@@H:40]([CH2:43][O:44][C:45](=[O:52])[NH:46][CH2:47][C:48]([F:51])([F:50])[F:49])[N:39](C(OC(C)(C)C)=O)[CH2:38]1)=[O:27])[CH:11]([C:19]1[CH:24]=[CH:23][C:22]([F:25])=[CH:21][CH:20]=1)[C:12]1[CH:17]=[CH:16][C:15]([F:18])=[CH:14][CH:13]=1)=O)(C)(C)C. (2) The product is [F:1][C:2]1[CH:8]=[C:7]([I:9])[CH:6]=[CH:5][C:3]=1[NH:4][C:19]1[C:20]([C:28]([OH:30])=[O:29])=[CH:21][N:22]([CH3:27])[C:23](=[O:26])[C:24]=1[CH3:25]. The catalyst is C1COCC1. The reactants are [F:1][C:2]1[CH:8]=[C:7]([I:9])[CH:6]=[CH:5][C:3]=1[NH2:4].[Li+].CC([N-]C(C)C)C.Cl[C:19]1[C:20]([C:28]([OH:30])=[O:29])=[CH:21][N:22]([CH3:27])[C:23](=[O:26])[C:24]=1[CH3:25]. The yield is 0.520. (3) The reactants are [F:1][CH:2]1[CH:7]([C:8]2[CH:13]=[CH:12][N:11]=[CH:10][C:9]=2[N+:14]([O-])=O)[O:6][CH:5]([CH3:17])[C:4]([CH3:23])([O:18][Si:19]([CH3:22])([CH3:21])[CH3:20])[C:3]1=[O:24]. The catalyst is C(O)(=O)C.CCOC(C)=O.[Fe]. The product is [NH2:14][C:9]1[CH:10]=[N:11][CH:12]=[CH:13][C:8]=1[CH:7]1[O:6][CH:5]([CH3:17])[C:4]([CH3:23])([O:18][Si:19]([CH3:21])([CH3:20])[CH3:22])[C:3](=[O:24])[CH:2]1[F:1]. The yield is 0.900. (4) The reactants are C(OC([N:8]1[CH2:13][CH2:12][CH:11]([N:14]2[C:22]3[C:17](=[CH:18][CH:19]=[CH:20][CH:21]=3)[CH2:16][C:15]2=[O:23])[CH2:10][CH2:9]1)=O)(C)(C)C. The catalyst is C(O)(C(F)(F)F)=O.C(Cl)Cl.C(OCC)C. The product is [NH:8]1[CH2:13][CH2:12][CH:11]([N:14]2[C:22]3[C:17](=[CH:18][CH:19]=[CH:20][CH:21]=3)[CH2:16][C:15]2=[O:23])[CH2:10][CH2:9]1. The yield is 1.00.